Dataset: Full USPTO retrosynthesis dataset with 1.9M reactions from patents (1976-2016). Task: Predict the reactants needed to synthesize the given product. (1) The reactants are: C(OC([NH:8][C@@H:9]([CH2:16][CH:17]1[CH2:22][CH2:21][CH2:20][CH2:19][CH2:18]1)[C@H:10]([OH:15])[CH2:11][N:12]=[N+:13]=[N-:14])=O)(C)(C)C.Cl. Given the product [NH2:8][C@@H:9]([CH2:16][CH:17]1[CH2:22][CH2:21][CH2:20][CH2:19][CH2:18]1)[C@H:10]([OH:15])[CH2:11][N:12]=[N+:13]=[N-:14], predict the reactants needed to synthesize it. (2) Given the product [CH3:1][O:2][C:3](=[O:14])[CH2:4][N:5]([CH2:31][C:26]1[C:27]([NH2:30])=[N:28][CH:29]=[C:24]([Br:23])[CH:25]=1)[CH2:6][CH2:7][N:8]1[CH2:13][CH2:12][O:11][CH2:10][CH2:9]1, predict the reactants needed to synthesize it. The reactants are: [CH3:1][O:2][C:3](=[O:14])[CH2:4][NH:5][CH2:6][CH2:7][N:8]1[CH2:13][CH2:12][O:11][CH2:10][CH2:9]1.C(N(CC)CC)C.Br.[Br:23][C:24]1[CH:25]=[C:26]([CH2:31]Br)[C:27]([NH2:30])=[N:28][CH:29]=1. (3) The reactants are: [Cl:1][C:2]1[C:11]([CH:12]=[O:13])=[CH:10][C:9]2[C:4](=[CH:5][C:6]([Cl:14])=[CH:7][CH:8]=2)[N:3]=1.C1C=C[NH+]=CC=1.C1C=C[NH+]=CC=1.[O-:27][Cr](O[Cr]([O-])(=O)=O)(=O)=O.CN(C=O)C. Given the product [Cl:1][C:2]1[C:11]([C:12]([OH:27])=[O:13])=[CH:10][C:9]2[C:4](=[CH:5][C:6]([Cl:14])=[CH:7][CH:8]=2)[N:3]=1, predict the reactants needed to synthesize it. (4) The reactants are: C(O[C:5](=[O:7])[CH3:6])(=O)C.[CH2:8]([N:11]1[C:19](=[O:20])[C:18]2[C:13](=[N:14][C:15]([NH:21][C:22]3[CH:27]=[CH:26][C:25]([N:28]4[CH2:33][CH2:32][N:31]([CH3:34])[CH2:30][CH2:29]4)=[CH:24][CH:23]=3)=[N:16][CH:17]=2)[N:12]1[C:35]1[CH:40]=[CH:39][CH:38]=[C:37]([NH2:41])[N:36]=1)[CH:9]=[CH2:10]. Given the product [CH2:8]([N:11]1[C:19](=[O:20])[C:18]2[C:13](=[N:14][C:15]([NH:21][C:22]3[CH:23]=[CH:24][C:25]([N:28]4[CH2:29][CH2:30][N:31]([CH3:34])[CH2:32][CH2:33]4)=[CH:26][CH:27]=3)=[N:16][CH:17]=2)[N:12]1[C:35]1[N:36]=[C:37]([NH:41][C:5](=[O:7])[CH3:6])[CH:38]=[CH:39][CH:40]=1)[CH:9]=[CH2:10], predict the reactants needed to synthesize it. (5) The reactants are: C(O[C:6](=[O:29])[NH:7][CH:8]1[CH2:13][CH2:12][N:11]([CH2:14][CH2:15][O:16][C:17]2[CH:26]=[N:25][C:24]3[C:19](=[C:20]([O:27][CH3:28])[CH:21]=[CH:22][CH:23]=3)[N:18]=2)[CH2:10][CH2:9]1)(C)(C)C.[O:30]=[C:31]1[NH:36][C:35]2[CH:37]=[C:38](C(O)=O)[CH:39]=[CH:40][C:34]=2[S:33][CH2:32]1. Given the product [CH3:28][O:27][C:20]1[CH:21]=[CH:22][CH:23]=[C:24]2[C:19]=1[N:18]=[C:17]([O:16][CH2:15][CH2:14][N:11]1[CH2:12][CH2:13][CH:8]([NH:7][C:6]([C:38]3[CH:39]=[CH:40][C:34]4[S:33][CH2:32][C:31](=[O:30])[NH:36][C:35]=4[CH:37]=3)=[O:29])[CH2:9][CH2:10]1)[CH:26]=[N:25]2, predict the reactants needed to synthesize it. (6) Given the product [CH3:27][O:26][C:20]1[CH:19]=[C:18]([CH:9]2[NH:10][C:11](=[O:17])[CH:12]=[C:13]([O:15][CH2:34][CH:35]([CH3:37])[CH3:36])[CH2:8]2)[CH:23]=[CH:22][C:21]=1[O:24][CH3:25], predict the reactants needed to synthesize it. The reactants are: C(OC([NH:8][CH:9]([C:18]1[CH:23]=[CH:22][C:21]([O:24][CH3:25])=[C:20]([O:26][CH3:27])[CH:19]=1)[CH2:10][C:11](=[O:17])[CH2:12][C:13]([O:15]C)=O)=O)(C)(C)C.C([O-])([O-])=O.[K+].[K+].[CH2:34](Br)[CH:35]([CH3:37])[CH3:36]. (7) Given the product [O:4]=[C:5]1[CH2:10][CH2:9][CH:8]([C:11]2[CH:16]=[CH:15][C:14]([C:17]([O:18][CH2:19][CH3:20])=[O:25])=[CH:13][CH:12]=2)[CH2:7][CH2:6]1, predict the reactants needed to synthesize it. The reactants are: O1[C:5]2([CH2:10][CH2:9][CH:8]([C:11]3[CH:16]=[CH:15][C:14]([C:17]4[O:18][CH2:19][C:20](C)(C)N=4)=[CH:13][CH:12]=3)[CH2:7][CH2:6]2)[O:4]CC1.S(=O)(=O)(O)[OH:25]. (8) Given the product [NH2:6][C:5]1[CH:7]=[CH:8][C:2]([C:11]2[N:10]([CH3:9])[C:14]([C:15]#[N:16])=[CH:13][CH:12]=2)=[CH:3][CH:4]=1, predict the reactants needed to synthesize it. The reactants are: Br[C:2]1[CH:8]=[CH:7][C:5]([NH2:6])=[CH:4][CH:3]=1.[CH3:9][N:10]1[C:14]([C:15]#[N:16])=[CH:13][CH:12]=[C:11]1B(O)O.[F-].[K+]. (9) Given the product [CH3:4][O:3][C:1](=[O:2])[CH:26]([NH:27][C:29](=[O:30])[CH2:38][CH2:37][Si:36]([CH3:41])([CH3:40])[CH3:35])[CH2:17][C:5]1[N:31]=[CH:32][N:34]([CH2:21][CH2:20][CH2:19][NH:18][C:1]([O:3][CH2:4][CH:5]2[C:17]3[CH:16]=[CH:15][CH:14]=[CH:13][C:12]=3[C:11]3[C:6]2=[CH:7][CH:8]=[CH:9][CH:10]=3)=[O:2])[CH:6]=1, predict the reactants needed to synthesize it. The reactants are: [C:1]([NH:18][CH2:19][CH2:20][CH2:21]I)([O:3][CH2:4][CH:5]1[C:17]2[C:12](=[CH:13][CH:14]=[CH:15][CH:16]=2)[C:11]2[C:6]1=[CH:7][CH:8]=[CH:9][CH:10]=2)=[O:2].C(Cl)Cl.[CH3:26][N:27]([CH:29]=[O:30])C.[NH2:31][C:32]([NH2:34])=O.[CH3:35][Si:36]([CH3:41])([CH3:40])[CH2:37][CH2:38]O.